From a dataset of Catalyst prediction with 721,799 reactions and 888 catalyst types from USPTO. Predict which catalyst facilitates the given reaction. (1) Reactant: [F:1][C:2]1([CH2:8][C@H:9]([NH:12][C:13](=[O:19])[O:14][C:15]([CH3:18])([CH3:17])[CH3:16])[CH2:10][OH:11])[CH2:7][CH2:6][CH2:5][CH2:4][CH2:3]1.[CH3:20][S:21](Cl)(=[O:23])=[O:22].C(N(CC)CC)C. The catalyst class is: 2. Product: [CH3:20][S:21]([O:11][CH2:10][C@@H:9]([NH:12][C:13]([O:14][C:15]([CH3:16])([CH3:18])[CH3:17])=[O:19])[CH2:8][C:2]1([F:1])[CH2:3][CH2:4][CH2:5][CH2:6][CH2:7]1)(=[O:23])=[O:22]. (2) Reactant: [CH:1]1([C:7]2[CH:12]=[CH:11][C:10]([O:13]C)=[CH:9][C:8]=2[CH3:15])[CH2:6][CH2:5][CH2:4][CH2:3][CH2:2]1.B(Br)(Br)Br. Product: [CH:1]1([C:7]2[CH:12]=[CH:11][C:10]([OH:13])=[CH:9][C:8]=2[CH3:15])[CH2:2][CH2:3][CH2:4][CH2:5][CH2:6]1. The catalyst class is: 2. (3) Reactant: [Br:1][C:2]1[CH:3]=[C:4]([CH2:8]O)[CH:5]=[N:6][CH:7]=1.P(Br)(Br)[Br:11].CCN(CC)CC. Product: [Br:1][C:2]1[CH:7]=[N:6][CH:5]=[C:4]([CH2:8][Br:11])[CH:3]=1. The catalyst class is: 2. (4) Reactant: Cl[C:2]1[C:3]([C:17]([F:20])([F:19])[F:18])=[N:4][C:5]([C:8]2[CH:13]=[C:12]([O:14][CH3:15])[CH:11]=[CH:10][C:9]=2[F:16])=[CH:6][CH:7]=1.CO[C:23]1C=CC=C(OC)[C:28]=1C1C=CC=CC=1P(C1CCCCC1)C1CCCCC1.[O-]P([O-])([O-])=O.[K+].[K+].[K+].C([B-](F)(F)F)=C.[K+]. Product: [F:16][C:9]1[CH:10]=[CH:11][C:12]([O:14][CH3:15])=[CH:13][C:8]=1[C:5]1[N:4]=[C:3]([C:17]([F:20])([F:19])[F:18])[C:2]([CH:23]=[CH2:28])=[CH:7][CH:6]=1. The catalyst class is: 47. (5) Reactant: B(Br)(Br)Br.[Cl:5][C:6]1[CH:11]=[C:10]([O:12]C)[CH:9]=[CH:8][C:7]=1[C:14]1[C:32](=[O:33])[N:31]([CH3:34])[C:17]2[N:18]([CH3:30])[C:19]3[C:24]([C:16]=2[CH:15]=1)=[CH:23][C:22]([C:25]1[NH:26][N:27]=[CH:28][CH:29]=1)=[CH:21][CH:20]=3.O. Product: [Cl:5][C:6]1[CH:11]=[C:10]([OH:12])[CH:9]=[CH:8][C:7]=1[C:14]1[C:32](=[O:33])[N:31]([CH3:34])[C:17]2[N:18]([CH3:30])[C:19]3[C:24]([C:16]=2[CH:15]=1)=[CH:23][C:22]([C:25]1[NH:26][N:27]=[CH:28][CH:29]=1)=[CH:21][CH:20]=3. The catalyst class is: 2. (6) Reactant: B(Br)(Br)Br.C[O:6][C:7]1[CH:12]=[C:11]([C:13]([Cl:17])=[C:14]([Cl:16])[Cl:15])[CH:10]=[C:9]([C:18]([Cl:22])=[C:19]([Cl:21])[Cl:20])[CH:8]=1. Product: [Cl:17][C:13]([C:11]1[CH:12]=[C:7]([OH:6])[CH:8]=[C:9]([C:18]([Cl:22])=[C:19]([Cl:20])[Cl:21])[CH:10]=1)=[C:14]([Cl:16])[Cl:15]. The catalyst class is: 2. (7) Reactant: Br[C:2]1[N:3]=[N:4][C:5]([C:8]2[CH:13]=[C:12]([Br:14])[CH:11]=[CH:10][C:9]=2[F:15])=[CH:6][N:7]=1.[F:16][C:17]1[CH:22]=[CH:21][CH:20]=[CH:19][C:18]=1[C:23]([NH2:26])([CH3:25])[CH3:24].C([O-])([O-])=O.[K+].[K+].CC#N. Product: [Br:14][C:12]1[CH:11]=[CH:10][C:9]([F:15])=[C:8]([C:5]2[N:4]=[N:3][C:2]([NH:26][C:23]([C:18]3[CH:19]=[CH:20][CH:21]=[CH:22][C:17]=3[F:16])([CH3:25])[CH3:24])=[N:7][CH:6]=2)[CH:13]=1. The catalyst class is: 25. (8) Reactant: [Br:1][C:2]1[CH:15]=[CH:14][C:13]2[C:12]([C:17]3[CH:26]=[CH:25][C:24]4[C:19](=[CH:20][CH:21]=[CH:22][CH:23]=4)[CH:18]=3)(O)[C:11]3[CH:10]=[C:9]4[C:27]5[C:32]([C:33]([CH3:35])([CH3:34])[C:8]4=[CH:7][C:6]=3[C:5]([C:37]3[CH:46]=[CH:45][C:44]4[C:39](=[CH:40][CH:41]=[CH:42][CH:43]=4)[CH:38]=3)(O)[C:4]=2[CH:3]=1)=[CH:31][CH:30]=[CH:29][CH:28]=5.[I-].[K+].[PH2]([O-])=O.[Na+]. Product: [Br:1][C:2]1[CH:15]=[CH:14][C:13]2[C:4](=[C:5]([C:37]3[CH:46]=[CH:45][C:44]4[C:39](=[CH:40][CH:41]=[CH:42][CH:43]=4)[CH:38]=3)[C:6]3[CH:7]=[C:8]4[C:33]([CH3:35])([CH3:34])[C:32]5[C:27](=[CH:28][CH:29]=[CH:30][CH:31]=5)[C:9]4=[CH:10][C:11]=3[C:12]=2[C:17]2[CH:26]=[CH:25][C:24]3[C:19](=[CH:20][CH:21]=[CH:22][CH:23]=3)[CH:18]=2)[CH:3]=1. The catalyst class is: 15. (9) Reactant: [OH:1][C:2]1[CH:3]=[C:4]2[C:9](=[CH:10][CH:11]=1)[NH:8][C:7](=[O:12])[CH2:6][CH2:5]2.[C:13]([O-])([O-])=O.[K+].[K+].CI. Product: [CH3:13][O:1][C:2]1[CH:3]=[C:4]2[C:9](=[CH:10][CH:11]=1)[NH:8][C:7](=[O:12])[CH2:6][CH2:5]2. The catalyst class is: 9.